From a dataset of Retrosynthesis with 50K atom-mapped reactions and 10 reaction types from USPTO. Predict the reactants needed to synthesize the given product. (1) Given the product O=C(O)C(F)(F)F, predict the reactants needed to synthesize it. The reactants are: CC(=O)c1ccc(Cl)c(-c2cccc(NC(=O)[C@@H]3C[C@@H](F)CN3C(=O)OC(C)(C)C)c2F)c1. (2) Given the product CC(=O)c1cc(C(=O)C(Cl)(Cl)Cl)c[nH]1, predict the reactants needed to synthesize it. The reactants are: CC(=O)c1ccc[nH]1.O=C(Cl)C(Cl)(Cl)Cl.